From a dataset of Catalyst prediction with 721,799 reactions and 888 catalyst types from USPTO. Predict which catalyst facilitates the given reaction. (1) Reactant: [Cl:1][CH2:2][C:3](Cl)=[O:4].[NH2:6][C:7]1[C:16]2[N:17]=[C:18]([CH2:36][CH2:37][CH2:38][CH3:39])[N:19]([CH2:20][CH2:21][CH2:22][NH:23][CH2:24][C:25]3[CH:26]=[C:27]([CH2:31][C:32]([O:34][CH3:35])=[O:33])[CH:28]=[CH:29][CH:30]=3)[C:15]=2[C:14]2[CH:13]=[CH:12][CH:11]=[CH:10][C:9]=2[N:8]=1.Cl. Product: [NH2:6][C:7]1[C:16]2[N:17]=[C:18]([CH2:36][CH2:37][CH2:38][CH3:39])[N:19]([CH2:20][CH2:21][CH2:22][N:23]([CH2:24][C:25]3[CH:26]=[C:27]([CH2:31][C:32]([O:34][CH3:35])=[O:33])[CH:28]=[CH:29][CH:30]=3)[C:3](=[O:4])[CH2:2][Cl:1])[C:15]=2[C:14]2[CH:13]=[CH:12][CH:11]=[CH:10][C:9]=2[N:8]=1. The catalyst class is: 22. (2) Reactant: [Br:1][C:2]1[CH:3]=[C:4]2[C:8](=[C:9]([C:11]([OH:13])=[O:12])[CH:10]=1)[NH:7][CH:6]=[C:5]2[CH:14]([CH3:16])[CH3:15].I[CH3:18].[H-].[Na+].[OH-].[Na+].Cl. Product: [Br:1][C:2]1[CH:3]=[C:4]2[C:8](=[C:9]([C:11]([OH:13])=[O:12])[CH:10]=1)[N:7]([CH3:18])[CH:6]=[C:5]2[CH:14]([CH3:16])[CH3:15]. The catalyst class is: 3. (3) Reactant: Cl.[F:2][C:3]1[CH:4]=[CH:5][C:6]2[N:10]=[C:9]([CH2:11][NH2:12])[N:8]([C:13]3[CH:18]=[CH:17][CH:16]=[CH:15][CH:14]=3)[C:7]=2[CH:19]=1.Cl[C:21]1[N:29]=[CH:28][N:27]=[C:26]2[C:22]=1[N:23]=[CH:24][N:25]2[CH:30]1[CH2:35][CH2:34][CH2:33][CH2:32][O:31]1.C(N(CC)CC)C. Product: [F:2][C:3]1[CH:4]=[CH:5][C:6]2[N:10]=[C:9]([CH2:11][NH:12][C:21]3[N:29]=[CH:28][N:27]=[C:26]4[C:22]=3[N:23]=[CH:24][N:25]4[CH:30]3[CH2:35][CH2:34][CH2:33][CH2:32][O:31]3)[N:8]([C:13]3[CH:18]=[CH:17][CH:16]=[CH:15][CH:14]=3)[C:7]=2[CH:19]=1. The catalyst class is: 32.